This data is from Forward reaction prediction with 1.9M reactions from USPTO patents (1976-2016). The task is: Predict the product of the given reaction. (1) Given the reactants [Br:1][C:2]1[CH:7]=[CH:6][C:5]([NH:8][CH2:9][C:10]([O:12][C:13]([CH3:16])([CH3:15])[CH3:14])=[O:11])=[CH:4][CH:3]=1.[CH3:17][S:18](Cl)(=[O:20])=[O:19].C(N(CC)CC)C, predict the reaction product. The product is: [Br:1][C:2]1[CH:3]=[CH:4][C:5]([N:8]([CH2:9][C:10]([O:12][C:13]([CH3:16])([CH3:15])[CH3:14])=[O:11])[S:18]([CH3:17])(=[O:20])=[O:19])=[CH:6][CH:7]=1. (2) Given the reactants Br[C:2]1[CH:7]=[C:6]([CH3:8])[C:5]([Br:9])=[CH:4][C:3]=1[CH3:10].C([Mg]Cl)(C)C.C([Li])CCC.C(O)(=O)C[C:23](CC(O)=O)(C(O)=O)[OH:24], predict the reaction product. The product is: [Br:9][C:5]1[C:6]([CH3:8])=[CH:7][C:2]([CH:23]=[O:24])=[C:3]([CH3:10])[CH:4]=1. (3) Given the reactants [Cl-].[Ca+2].[Cl-].[BH4-].[Na+].C(O)C.C([O:11][C:12](=O)[CH:13]=[C:14]1[CH2:19][CH2:18][CH:17]([N:20]2[C:25](=[O:26])[C:24]([CH2:27][C:28]3[CH:33]=[CH:32][C:31]([C:34]4[CH:39]=[CH:38][CH:37]=[CH:36][C:35]=4[C:40]#[N:41])=[CH:30][CH:29]=3)=[C:23]([CH2:42][CH2:43][CH3:44])[N:22]3[N:45]=[CH:46][N:47]=[C:21]23)[CH2:16][CH2:15]1)C, predict the reaction product. The product is: [OH:11][CH2:12][CH:13]=[C:14]1[CH2:19][CH2:18][CH:17]([N:20]2[C:25](=[O:26])[C:24]([CH2:27][C:28]3[CH:33]=[CH:32][C:31]([C:34]4[C:35]([C:40]#[N:41])=[CH:36][CH:37]=[CH:38][CH:39]=4)=[CH:30][CH:29]=3)=[C:23]([CH2:42][CH2:43][CH3:44])[N:22]3[N:45]=[CH:46][N:47]=[C:21]23)[CH2:16][CH2:15]1. (4) Given the reactants Cl.Cl[CH2:3][CH2:4][CH2:5][NH2:6].[S:7]([O-:11])([O-:10])(=[O:9])=[S:8].[Na+].[Na+], predict the reaction product. The product is: [NH2:6][CH2:5][CH2:4][CH2:3][SH:8]=[S:7](=[O:9])([OH:11])[OH:10]. (5) The product is: [C:1]([O:5][C:6](=[O:38])[NH:7][C:8]([C:10]1[CH:15]=[CH:14][C:13]([CH2:16][NH:17][C:18]([C@H:20]2[N:24]3[C:25](=[O:37])[C:26]([N:29]([CH2:40][CH:39]([CH3:42])[CH3:41])[CH2:30][CH:31]([CH3:36])[CH3:32])=[CH:27][N:28]=[C:23]3[CH2:22][CH2:21]2)=[O:19])=[CH:12][CH:11]=1)=[NH:9])([CH3:2])([CH3:4])[CH3:3]. Given the reactants [C:1]([O:5][C:6](=[O:38])[NH:7][C:8]([C:10]1[CH:15]=[CH:14][C:13]([CH2:16][NH:17][C:18]([C@H:20]2[N:24]3[C:25](=[O:37])[C:26]([NH:29][CH2:30][C:31]4[CH:36]=CC=C[CH:32]=4)=[CH:27][N:28]=[C:23]3[CH2:22][CH2:21]2)=[O:19])=[CH:12][CH:11]=1)=[NH:9])([CH3:4])([CH3:3])[CH3:2].[C:39](OC(=O)NC(C1C=CC(CNC([C@H]2N3C(=O)C(N)=CN=C3CC2)=O)=CC=1)=N)([CH3:42])([CH3:41])[CH3:40].C(=O)C(C)C.[BH-](OC(C)=O)(OC(C)=O)OC(C)=O.[Na+], predict the reaction product. (6) Given the reactants C([NH:5][S:6]([C:9]1[CH:14]=[CH:13][CH:12]=[C:11]([C:15]2[CH:20]=[C:19]([C:21]3[N:26]=[C:25]([C:27]([F:30])([F:29])[F:28])[CH:24]=[C:23]([C:31]4[CH:36]=[CH:35][CH:34]=[C:33]([C:37]([F:40])([F:39])[F:38])[CH:32]=4)[N:22]=3)[CH:18]=[CH:17][N:16]=2)[CH:10]=1)(=[O:8])=[O:7])(C)(C)C.C(O)(C(F)(F)F)=O, predict the reaction product. The product is: [F:30][C:27]([F:28])([F:29])[C:25]1[CH:24]=[C:23]([C:31]2[CH:36]=[CH:35][CH:34]=[C:33]([C:37]([F:40])([F:39])[F:38])[CH:32]=2)[N:22]=[C:21]([C:19]2[CH:18]=[CH:17][N:16]=[C:15]([C:11]3[CH:10]=[C:9]([S:6]([NH2:5])(=[O:8])=[O:7])[CH:14]=[CH:13][CH:12]=3)[CH:20]=2)[N:26]=1. (7) The product is: [CH3:7][O:8][C:9]1[N:10]=[C:21]([OH:22])[CH:20]=[C:12]([C:13]2[CH:18]=[CH:17][CH:16]=[CH:15][CH:14]=2)[N:11]=1. Given the reactants [Na].S(O)(O)(=O)=O.[CH3:7][O:8][C:9](=[NH:11])[NH2:10].[C:12]([CH2:20][C:21](OCC)=[O:22])(=O)[C:13]1[CH:18]=[CH:17][CH:16]=[CH:15][CH:14]=1, predict the reaction product.